This data is from Full USPTO retrosynthesis dataset with 1.9M reactions from patents (1976-2016). The task is: Predict the reactants needed to synthesize the given product. (1) Given the product [CH3:3][C:4]1[CH:13]=[C:12]([CH2:14][O:15][C:16]2[CH:17]=[CH:18][C:19]([S:22]([CH2:25][CH:26]([NH:1][OH:2])[CH:27]=[C:28]3[CH2:33][CH2:32][S:31][CH2:30][CH2:29]3)(=[O:23])=[O:24])=[CH:20][CH:21]=2)[C:11]2[C:6](=[CH:7][CH:8]=[CH:9][CH:10]=2)[N:5]=1, predict the reactants needed to synthesize it. The reactants are: [NH2:1][OH:2].[CH3:3][C:4]1[CH:13]=[C:12]([CH2:14][O:15][C:16]2[CH:21]=[CH:20][C:19]([S:22]([CH:25]=[CH:26][CH:27]=[C:28]3[CH2:33][CH2:32][S:31][CH2:30][CH2:29]3)(=[O:24])=[O:23])=[CH:18][CH:17]=2)[C:11]2[C:6](=[CH:7][CH:8]=[CH:9][CH:10]=2)[N:5]=1. (2) Given the product [CH2:2]([O:4][C:5](=[O:24])[C@H:6]([CH3:23])[CH2:7][C@H:8]([NH:22][C:29](=[O:30])[C:28]1[CH:32]=[C:33]([F:37])[C:34]([O:35][CH3:36])=[C:26]([F:25])[CH:27]=1)[CH2:9][C:10]1[CH:11]=[CH:12][C:13]([C:16]2[CH:21]=[CH:20][CH:19]=[CH:18][CH:17]=2)=[CH:14][CH:15]=1)[CH3:3], predict the reactants needed to synthesize it. The reactants are: Cl.[CH2:2]([O:4][C:5](=[O:24])[C@H:6]([CH3:23])[CH2:7][C@H:8]([NH2:22])[CH2:9][C:10]1[CH:15]=[CH:14][C:13]([C:16]2[CH:21]=[CH:20][CH:19]=[CH:18][CH:17]=2)=[CH:12][CH:11]=1)[CH3:3].[F:25][C:26]1[CH:27]=[C:28]([CH:32]=[C:33]([F:37])[C:34]=1[O:35][CH3:36])[C:29](O)=[O:30].CN(C(ON1N=NC2C=CC=NC1=2)=[N+](C)C)C.F[P-](F)(F)(F)(F)F. (3) Given the product [CH3:15][O:14][CH2:13][CH2:12][O:11][C:4]1[C:5]([N+:8]([O-:10])=[O:9])=[N:6][CH:7]=[C:2]([O:16][C:17]2[CH:18]=[N:19][CH:20]=[CH:21][CH:22]=2)[CH:3]=1, predict the reactants needed to synthesize it. The reactants are: Cl[C:2]1[CH:3]=[C:4]([O:11][CH2:12][CH2:13][O:14][CH3:15])[C:5]([N+:8]([O-:10])=[O:9])=[N:6][CH:7]=1.[OH:16][C:17]1[CH:18]=[N:19][CH:20]=[CH:21][CH:22]=1.C([O-])([O-])=O.[K+].[K+]. (4) Given the product [F:1][C:2]1[CH:3]=[C:4]2[C:9](=[CH:10][CH:11]=1)[CH:8]1[CH2:12][CH:5]2[CH:18]([OH:17])[CH:19]1[OH:21], predict the reactants needed to synthesize it. The reactants are: [F:1][C:2]1[CH:3]=[C:4]2[C:9](=[CH:10][CH:11]=1)[CH:8]1[CH2:12][CH:5]2C=C1.C[N+]1([O-])[CH2:19][CH2:18][O:17]CC1.[OH:21]S([O-])=O.[Na+].